Dataset: Peptide-MHC class I binding affinity with 185,985 pairs from IEDB/IMGT. Task: Regression. Given a peptide amino acid sequence and an MHC pseudo amino acid sequence, predict their binding affinity value. This is MHC class I binding data. (1) The peptide sequence is LVSDYCNVLNKEFT. The MHC is HLA-A31:01 with pseudo-sequence HLA-A31:01. The binding affinity (normalized) is 0. (2) The peptide sequence is SLSKEVKSF. The MHC is HLA-A24:02 with pseudo-sequence HLA-A24:02. The binding affinity (normalized) is 0.104. (3) The peptide sequence is KFFPSSSYR. The MHC is HLA-A03:01 with pseudo-sequence HLA-A03:01. The binding affinity (normalized) is 0.518. (4) The peptide sequence is ILCSLMEHWA. The MHC is HLA-A01:01 with pseudo-sequence HLA-A01:01. The binding affinity (normalized) is 0. (5) The binding affinity (normalized) is 0. The peptide sequence is AYERDTRQF. The MHC is H-2-Kd with pseudo-sequence H-2-Kd. (6) The peptide sequence is SLVKPTVYV. The MHC is HLA-A02:02 with pseudo-sequence HLA-A02:02. The binding affinity (normalized) is 0.567.